Dataset: Peptide-MHC class II binding affinity with 134,281 pairs from IEDB. Task: Regression. Given a peptide amino acid sequence and an MHC pseudo amino acid sequence, predict their binding affinity value. This is MHC class II binding data. (1) The peptide sequence is EKKYFAATQFEGLAA. The MHC is HLA-DQA10501-DQB10301 with pseudo-sequence HLA-DQA10501-DQB10301. The binding affinity (normalized) is 0.467. (2) The peptide sequence is AFKVAATAANSAPAN. The MHC is DRB1_0401 with pseudo-sequence DRB1_0401. The binding affinity (normalized) is 0.839. (3) The peptide sequence is EKKYFTATQFEPLAA. The MHC is HLA-DPA10201-DPB11401 with pseudo-sequence HLA-DPA10201-DPB11401. The binding affinity (normalized) is 0.841. (4) The peptide sequence is GELQIVDKIDAAFSI. The MHC is DRB3_0101 with pseudo-sequence DRB3_0101. The binding affinity (normalized) is 0.689.